Dataset: Catalyst prediction with 721,799 reactions and 888 catalyst types from USPTO. Task: Predict which catalyst facilitates the given reaction. (1) Reactant: [CH2:1]([O:3][C:4](=[O:30])[CH:5]([NH2:29])[CH2:6][C:7]1[C:15]2[C:10](=[CH:11][CH:12]=[C:13]([C:16]3[CH:21]=[CH:20][C:19]([O:22][C:23]4[CH:28]=[CH:27][CH:26]=[CH:25][CH:24]=4)=[CH:18][CH:17]=3)[CH:14]=2)[NH:9][CH:8]=1)[CH3:2].[BH4-].[Na+]. Product: [CH3:2][CH2:1][O:3][C:4]([CH3:5])=[O:30].[CH3:1][OH:3].[NH4+:9].[OH-:3].[NH2:29][CH:5]([CH2:6][C:7]1[C:15]2[C:10](=[CH:11][CH:12]=[C:13]([C:16]3[CH:21]=[CH:20][C:19]([O:22][C:23]4[CH:28]=[CH:27][CH:26]=[CH:25][CH:24]=4)=[CH:18][CH:17]=3)[CH:14]=2)[NH:9][CH:8]=1)[CH2:4][OH:3]. The catalyst class is: 14. (2) Reactant: I[C:2]1[CH:7]=[CH:6][CH:5]=[CH:4][C:3]=1[O:8][CH3:9].[NH:10]1[CH2:15][CH2:14][O:13][CH2:12][CH2:11]1.CC1(C)C2C(=C(P(C3C=CC=CC=3)C3C=CC=CC=3)C=CC=2)OC2C(P(C3C=CC=CC=3)C3C=CC=CC=3)=CC=CC1=2.C(O[Na])(C)(C)C. Product: [CH3:9][O:8][C:3]1[CH:4]=[CH:5][CH:6]=[CH:7][C:2]=1[N:10]1[CH2:15][CH2:14][O:13][CH2:12][CH2:11]1. The catalyst class is: 62. (3) Reactant: C([C:3]1C=[CH:15][C:6]2[CH2:7][CH2:8][N:9](C(=O)C)[CH2:10][CH2:11][C:5]=2[CH:4]=1)#N.[OH-:17].[Na+].Cl.[C:28](O[C:28]([O:30][C:31]([CH3:34])([CH3:33])[CH3:32])=[O:29])([O:30][C:31]([CH3:34])([CH3:33])[CH3:32])=[O:29].[O:35]1[CH2:40][CH2:39]OCC1. Product: [CH3:34][C:31]([O:30][C:28]([N:9]1[CH2:10][CH2:11][C:5]2[CH:4]=[CH:3][C:39]([C:40]([OH:35])=[O:17])=[CH:15][C:6]=2[CH2:7][CH2:8]1)=[O:29])([CH3:32])[CH3:33]. The catalyst class is: 645. (4) The catalyst class is: 61. Reactant: [F:1][C:2]1[CH:7]=[C:6]([S:8]([CH3:11])(=[O:10])=[O:9])[CH:5]=[CH:4][C:3]=1[NH:12][CH:13]1[CH2:18][CH2:17][CH2:16][N:15]([CH:19]2[CH2:24][CH2:23][N:22](C(OC(C)(C)C)=O)[CH2:21][CH2:20]2)[C:14]1=[O:32].Cl.O1CCOCC1. Product: [F:1][C:2]1[CH:7]=[C:6]([S:8]([CH3:11])(=[O:10])=[O:9])[CH:5]=[CH:4][C:3]=1[NH:12][CH:13]1[CH2:18][CH2:17][CH2:16][N:15]([CH:19]2[CH2:20][CH2:21][NH:22][CH2:23][CH2:24]2)[C:14]1=[O:32]. (5) Reactant: [Cl:1][C:2]1[C:3]([Cl:28])=[CH:4][C:5]2[N:10]3[CH:11]=[N:12][N:13]=[C:9]3[C:8]([N:14]3[CH2:17][CH:16]([N:18](C)[C:19](=O)OC(C)(C)C)[CH2:15]3)=[N:7][C:6]=2[N:27]=1.C(O)(C(F)(F)F)=O. Product: [Cl:1][C:2]1[C:3]([Cl:28])=[CH:4][C:5]2[N:10]3[CH:11]=[N:12][N:13]=[C:9]3[C:8]([N:14]3[CH2:15][CH:16]([NH:18][CH3:19])[CH2:17]3)=[N:7][C:6]=2[N:27]=1. The catalyst class is: 2. (6) Reactant: C([O-])([O-])=O.[K+].[K+].Cl.[Br:8][C:9]1[CH:14]=[CH:13][C:12]([C@@H:15]2[CH2:17][C@H:16]2[NH2:18])=[CH:11][CH:10]=1.Br[CH2:20][C:21]([NH2:23])=[O:22]. Product: [Br:8][C:9]1[CH:10]=[CH:11][C:12]([C@@H:15]2[CH2:17][C@H:16]2[NH:18][CH2:20][C:21]([NH2:23])=[O:22])=[CH:13][CH:14]=1. The catalyst class is: 3. (7) Reactant: [C:1]([O:4][C@@H:5]1[C@@H:10]([O:11][C:12](=[O:14])[CH3:13])[C@H:9]([O:15][C:16](=[O:18])[CH3:17])[C@@H:8]([CH2:19][O:20][C:21](=[O:23])[CH3:22])[O:7][C@:6]1([C:26]1[CH:31]=[CH:30][C:29]([Cl:32])=[C:28]([CH2:33][C:34]2[CH:39]=[CH:38][C:37]([O:40][Si](C(C)(C)C)(C)C)=[CH:36][CH:35]=2)[CH:27]=1)OC)(=[O:3])[CH3:2].O.C([SiH](CC)CC)C.C(OC(=O)C)C. Product: [C:16]([O:15][C@H:9]1[C@H:10]([O:11][C:12](=[O:14])[CH3:13])[C@@H:5]([O:4][C:1](=[O:3])[CH3:2])[C@H:6]([C:26]2[CH:31]=[CH:30][C:29]([Cl:32])=[C:28]([CH2:33][C:34]3[CH:35]=[CH:36][C:37]([OH:40])=[CH:38][CH:39]=3)[CH:27]=2)[O:7][C@@H:8]1[CH2:19][O:20][C:21](=[O:23])[CH3:22])(=[O:18])[CH3:17]. The catalyst class is: 10. (8) Reactant: [H-].[Al+3].[Li+].[H-].[H-].[H-].C([O:9][C:10]([C:12]1[CH:28]=[C:15]2[C:16](=O)[N:17]([CH2:20][C:21]3[CH:26]=[CH:25][CH:24]=[CH:23][CH:22]=3)[CH2:18][CH2:19][N:14]2[N:13]=1)=O)C. Product: [C:21]1([CH2:20][N:17]2[CH2:18][CH2:19][N:14]3[N:13]=[C:12]([CH2:10][OH:9])[CH:28]=[C:15]3[CH2:16]2)[CH:22]=[CH:23][CH:24]=[CH:25][CH:26]=1. The catalyst class is: 1. (9) Reactant: C(O[C:4](=O)[CH2:5][C:6]1[CH:11]=[CH:10][C:9]([N+:12]([O-:14])=[O:13])=[C:8]([O:15][CH2:16][C:17]2[CH:22]=[CH:21][CH:20]=[CH:19][CH:18]=2)[CH:7]=1)C.[CH2:24]([O:31][C:32]1[CH:39]=[CH:38][CH:37]=C(F)[C:33]=1[C:34]#[N:35])[C:25]1[CH:30]=[CH:29][CH:28]=[CH:27][CH:26]=1.C([O-])([O-])=O.[Cs+].[Cs+]. Product: [CH2:24]([O:31][C:32]1[CH:39]=[CH:38][CH:37]=[C:4]([CH2:5][C:6]2[CH:11]=[CH:10][C:9]([N+:12]([O-:14])=[O:13])=[C:8]([O:15][CH2:16][C:17]3[CH:18]=[CH:19][CH:20]=[CH:21][CH:22]=3)[CH:7]=2)[C:33]=1[C:34]#[N:35])[C:25]1[CH:30]=[CH:29][CH:28]=[CH:27][CH:26]=1. The catalyst class is: 31.